Dataset: Full USPTO retrosynthesis dataset with 1.9M reactions from patents (1976-2016). Task: Predict the reactants needed to synthesize the given product. (1) The reactants are: [C:1]([NH:5][C:6]1[CH:7]=[C:8]2[C:12](=[CH:13][CH:14]=1)[NH:11][C:10]([C:15]([O:17]CC)=[O:16])=[CH:9]2)(=[O:4])[CH2:2][CH3:3].C([O-])([O-])=O.[Cs+].[Cs+]. Given the product [C:1]([NH:5][C:6]1[CH:7]=[C:8]2[C:12](=[CH:13][CH:14]=1)[NH:11][C:10]([C:15]([OH:17])=[O:16])=[CH:9]2)(=[O:4])[CH2:2][CH3:3], predict the reactants needed to synthesize it. (2) The reactants are: [NH2:1][CH:2]([C:8]1[C:13]([O:14][CH3:15])=[CH:12][CH:11]=[CH:10][C:9]=1[O:16][CH3:17])[C:3]([O:5][CH2:6][CH3:7])=[O:4].[F:18][C:19]([F:30])([F:29])[O:20][C:21]1[CH:28]=[CH:27][C:24]([CH:25]=O)=[CH:23][CH:22]=1.CCN(C(C)C)C(C)C.[BH-](OC(C)=O)(OC(C)=O)OC(C)=O.[Na+].C(O)(=O)C.[OH-].[Na+]. Given the product [CH3:17][O:16][C:9]1[CH:10]=[CH:11][CH:12]=[C:13]([O:14][CH3:15])[C:8]=1[CH:2]([NH:1][CH2:25][C:24]1[CH:27]=[CH:28][C:21]([O:20][C:19]([F:18])([F:29])[F:30])=[CH:22][CH:23]=1)[C:3]([O:5][CH2:6][CH3:7])=[O:4], predict the reactants needed to synthesize it.